From a dataset of Peptide-MHC class II binding affinity with 134,281 pairs from IEDB. Regression. Given a peptide amino acid sequence and an MHC pseudo amino acid sequence, predict their binding affinity value. This is MHC class II binding data. (1) The peptide sequence is LLTWIKMLAAKNLPI. The MHC is DRB1_1101 with pseudo-sequence DRB1_1101. The binding affinity (normalized) is 0.389. (2) The peptide sequence is ALWRVSAEEY. The MHC is DRB1_1501 with pseudo-sequence DRB1_1501. The binding affinity (normalized) is 0. (3) The peptide sequence is NGPMAVSMTGVMRGN. The MHC is HLA-DQA10601-DQB10402 with pseudo-sequence HLA-DQA10601-DQB10402. The binding affinity (normalized) is 0.311. (4) The peptide sequence is LIIMDEAHFTDPASI. The MHC is DRB1_0404 with pseudo-sequence DRB1_0404. The binding affinity (normalized) is 0.362. (5) The binding affinity (normalized) is 0.450. The MHC is HLA-DQA10501-DQB10201 with pseudo-sequence HLA-DQA10501-DQB10201. The peptide sequence is FIADPASRFYNLVLA. (6) The peptide sequence is TDKFLANVSTVLTGK. The MHC is DRB1_0101 with pseudo-sequence DRB1_0101. The binding affinity (normalized) is 0.840. (7) The MHC is DRB1_1301 with pseudo-sequence DRB1_1301. The peptide sequence is KHTDACCRTHDMCPDVMS. The binding affinity (normalized) is 0. (8) The peptide sequence is QWKTANEAVQDPKFW. The MHC is HLA-DQA10201-DQB10301 with pseudo-sequence HLA-DQA10201-DQB10301. The binding affinity (normalized) is 0.494. (9) The peptide sequence is EKKYFAATQFENLAA. The MHC is HLA-DPA10201-DPB10501 with pseudo-sequence HLA-DPA10201-DPB10501. The binding affinity (normalized) is 0.787. (10) The peptide sequence is QDHQEEICEVVLAKS. The MHC is DRB1_0401 with pseudo-sequence DRB1_0401. The binding affinity (normalized) is 0.539.